From a dataset of Peptide-MHC class I binding affinity with 185,985 pairs from IEDB/IMGT. Regression. Given a peptide amino acid sequence and an MHC pseudo amino acid sequence, predict their binding affinity value. This is MHC class I binding data. (1) The peptide sequence is ILARNEEGR. The MHC is HLA-A03:01 with pseudo-sequence HLA-A03:01. The binding affinity (normalized) is 0.102. (2) The peptide sequence is IYQPESQKF. The MHC is HLA-A23:01 with pseudo-sequence HLA-A23:01. The binding affinity (normalized) is 0.632. (3) The peptide sequence is IISYIILFIL. The MHC is HLA-A02:06 with pseudo-sequence HLA-A02:06. The binding affinity (normalized) is 0.235.